Task: Regression. Given a peptide amino acid sequence and an MHC pseudo amino acid sequence, predict their binding affinity value. This is MHC class I binding data.. Dataset: Peptide-MHC class I binding affinity with 185,985 pairs from IEDB/IMGT (1) The peptide sequence is VWAPLILAYFPVF. The MHC is HLA-A02:01 with pseudo-sequence HLA-A02:01. The binding affinity (normalized) is 0.0772. (2) The peptide sequence is MAAAKTPVI. The MHC is HLA-A02:03 with pseudo-sequence HLA-A02:03. The binding affinity (normalized) is 0.506. (3) The peptide sequence is GRIQDLEKY. The MHC is HLA-B27:05 with pseudo-sequence HLA-B27:05. The binding affinity (normalized) is 0.564. (4) The peptide sequence is WQIEKASLI. The MHC is HLA-A02:06 with pseudo-sequence HLA-A02:06. The binding affinity (normalized) is 0.651. (5) The peptide sequence is LSISHDLNSI. The MHC is H-2-Db with pseudo-sequence H-2-Db. The binding affinity (normalized) is 0.264.